From a dataset of Full USPTO retrosynthesis dataset with 1.9M reactions from patents (1976-2016). Predict the reactants needed to synthesize the given product. (1) Given the product [NH2:8][C@:9]([CH3:39])([CH2:20][CH2:21][C:22]1[O:23][C:24]([C:27](=[O:38])[CH2:28][CH2:29][CH2:30][CH2:31][C:32]2[CH:33]=[CH:34][CH:35]=[CH:36][CH:37]=2)=[CH:25][CH:26]=1)[CH2:10][CH2:11][P:12](=[O:13])([OH:16])[OH:19], predict the reactants needed to synthesize it. The reactants are: C(OC([NH:8][C@:9]([CH3:39])([CH2:20][CH2:21][C:22]1[O:23][C:24]([C:27](=[O:38])[CH2:28][CH2:29][CH2:30][CH2:31][C:32]2[CH:37]=[CH:36][CH:35]=[CH:34][CH:33]=2)=[CH:25][CH:26]=1)[CH2:10][CH2:11][P:12](=[O:19])([O:16]CC)[O:13]CC)=O)(C)(C)C.Br[Si](C)(C)C. (2) Given the product [F:17][C:18]1[CH:23]=[C:22]([N:7]2[C:8]3[C:13](=[CH:12][CH:11]=[CH:10][CH:9]=3)[C:14]([CH3:15])=[C:6]2[C:4]([N:3]([O:2][CH3:1])[CH3:16])=[O:5])[CH:21]=[CH:20][CH:19]=1, predict the reactants needed to synthesize it. The reactants are: [CH3:1][O:2][N:3]([CH3:16])[C:4]([C:6]1[NH:7][C:8]2[C:13]([C:14]=1[CH3:15])=[CH:12][CH:11]=[CH:10][CH:9]=2)=[O:5].[F:17][C:18]1[CH:19]=[C:20](B(O)O)[CH:21]=[CH:22][CH:23]=1.N1C=CC=CC=1. (3) Given the product [CH3:1][C@@H:2]1[CH2:31][NH:30][C@H:5]2[C@@H:6]([CH3:29])[C@:7]3([C:25]([CH3:26])=[C:24]4[C@H:11]([C@H:12]5[C@H:21]([C:22]4=[O:23])[C@:20]4([CH3:27])[C:15]([CH2:16][C@@H:17]([OH:28])[CH2:18][CH2:19]4)=[CH:14][CH2:13]5)[CH2:10][CH2:9]3)[O:8][C@@H:4]2[CH2:3]1.[ClH:32], predict the reactants needed to synthesize it. The reactants are: [CH3:1][C@@H:2]1[CH2:31][NH:30][C@H:5]2[C@@H:6]([CH3:29])[C@:7]3([C:25]([CH3:26])=[C:24]4[C@H:11]([C@H:12]5[C@H:21]([C:22]4=[O:23])[C@:20]4([CH3:27])[C:15]([CH2:16][C@@H:17]([OH:28])[CH2:18][CH2:19]4)=[CH:14][CH2:13]5)[CH2:10][CH2:9]3)[O:8][C@@H:4]2[CH2:3]1.[ClH:32]. (4) Given the product [F:36][C:3]1[C:4]([C:9]([C:11]2[C:19]3[C:14](=[N:15][CH:16]=[C:17]([C:20]4[CH:21]=[N:22][CH:23]=[CH:24][CH:25]=4)[CH:18]=3)[N:13]([Si:26]([CH:30]([CH3:32])[CH3:31])([CH:33]([CH3:35])[CH3:34])[CH:27]([CH3:28])[CH3:29])[CH:12]=2)=[O:10])=[C:5]([F:8])[CH:6]=[CH:7][C:2]=1[NH:1][S:38]([CH2:37][CH3:42])(=[O:40])=[O:39], predict the reactants needed to synthesize it. The reactants are: [NH2:1][C:2]1[C:3]([F:36])=[C:4]([C:9]([C:11]2[C:19]3[C:14](=[N:15][CH:16]=[C:17]([C:20]4[CH:21]=[N:22][CH:23]=[CH:24][CH:25]=4)[CH:18]=3)[N:13]([Si:26]([CH:33]([CH3:35])[CH3:34])([CH:30]([CH3:32])[CH3:31])[CH:27]([CH3:29])[CH3:28])[CH:12]=2)=[O:10])[C:5]([F:8])=[CH:6][CH:7]=1.[CH3:37][S:38](Cl)(=[O:40])=[O:39].[CH2:42](N(CC)CC)C.O. (5) Given the product [N:1]1([CH2:25][C:27]2[CH:28]=[CH:29][C:30]([C:33]3[CH:37]=[C:36]([C:38]([NH2:40])=[O:39])[O:35][N:34]=3)=[CH:31][CH:32]=2)[C:10]2[C:5](=[CH:6][CH:7]=[CH:8][CH:9]=2)[CH2:4][CH2:3][CH2:2]1, predict the reactants needed to synthesize it. The reactants are: [NH:1]1[C:10]2[C:5](=[CH:6][CH:7]=[CH:8][CH:9]=2)[CH2:4][CH2:3][CH2:2]1.[BH-](OC(C)=O)(OC(C)=O)OC(C)=O.[Na+].[CH:25]([C:27]1[CH:32]=[CH:31][C:30]([C:33]2[CH:37]=[C:36]([C:38]([NH2:40])=[O:39])[O:35][N:34]=2)=[CH:29][CH:28]=1)=O.C([O-])([O-])=O.[Na+].[Na+].